Dataset: Catalyst prediction with 721,799 reactions and 888 catalyst types from USPTO. Task: Predict which catalyst facilitates the given reaction. (1) Reactant: [C:1]1([C@H:7]2[CH2:9][C@@H:8]2[NH:10][C@@H:11]2[CH2:16][CH2:15][C@H:14]([NH:17]C(=O)OC(C)(C)C)[CH2:13][CH2:12]2)[CH:6]=[CH:5][CH:4]=[CH:3][CH:2]=1.[ClH:25]. Product: [ClH:25].[C:1]1([C@H:7]2[CH2:9][C@@H:8]2[NH:10][C@H:11]2[CH2:12][CH2:13][C@@H:14]([NH2:17])[CH2:15][CH2:16]2)[CH:2]=[CH:3][CH:4]=[CH:5][CH:6]=1. The catalyst class is: 12. (2) Reactant: [CH3:1][C:2]1([CH3:19])[C:6]2([CH2:10][CH2:9][N:8](C(OC(C)(C)C)=O)[CH2:7]2)[O:5][C:4](=[O:18])[CH2:3]1.[ClH:20]. Product: [ClH:20].[CH3:1][C:2]1([CH3:19])[C:6]2([CH2:10][CH2:9][NH:8][CH2:7]2)[O:5][C:4](=[O:18])[CH2:3]1. The catalyst class is: 12. (3) Reactant: [BH4-].[Na+].[H][H].[C:5]([C:7]1[CH:8]=[CH:9][C:10]([CH3:23])=[C:11]([CH:13]([CH2:19][N+:20]([O-])=O)[CH2:14][C:15](OC)=[O:16])[CH:12]=1)#[N:6]. Product: [NH2:6][CH2:5][C:7]1[CH:8]=[CH:9][C:10]([CH3:23])=[C:11]([CH:13]2[CH2:19][NH:20][C:15](=[O:16])[CH2:14]2)[CH:12]=1. The catalyst class is: 652. (4) Reactant: [Cl:1][C:2]1[CH:26]=[C:25]([Cl:27])[CH:24]=[CH:23][C:3]=1[CH2:4][N:5]1[C:9]([CH2:10][CH2:11][C:12]([O:14]CC)=[O:13])=[CH:8][C:7]([C:17]2[CH:22]=[CH:21][CH:20]=[CH:19][CH:18]=2)=[N:6]1.[OH-].[Na+].O1CCCC1. Product: [Cl:1][C:2]1[CH:26]=[C:25]([Cl:27])[CH:24]=[CH:23][C:3]=1[CH2:4][N:5]1[C:9]([CH2:10][CH2:11][C:12]([OH:14])=[O:13])=[CH:8][C:7]([C:17]2[CH:22]=[CH:21][CH:20]=[CH:19][CH:18]=2)=[N:6]1. The catalyst class is: 8. (5) Reactant: [CH2:1]([C:3]1[CH:4]=[C:5]([OH:24])[CH:6]=[CH:7][C:8]=1[O:9][CH2:10][CH2:11][C:12]1[N:13]=[C:14]([C:18]2[CH:23]=[CH:22][CH:21]=[CH:20][CH:19]=2)[O:15][C:16]=1[CH3:17])[CH3:2].Br[CH2:26][C:27]([O:29][CH2:30][CH3:31])=[O:28].C(=O)([O-])[O-].[Cs+].[Cs+]. Product: [CH2:30]([O:29][C:27](=[O:28])[CH2:26][O:24][C:5]1[CH:6]=[CH:7][C:8]([O:9][CH2:10][CH2:11][C:12]2[N:13]=[C:14]([C:18]3[CH:19]=[CH:20][CH:21]=[CH:22][CH:23]=3)[O:15][C:16]=2[CH3:17])=[C:3]([CH2:1][CH3:2])[CH:4]=1)[CH3:31]. The catalyst class is: 3. (6) Product: [C:10]([O:13][C:14](=[O:15])[NH:1][C:2]1[CH:7]=[CH:6][CH:5]=[C:4]([OH:8])[CH:3]=1)([CH3:12])([CH3:11])[CH3:9]. The catalyst class is: 14. Reactant: [NH2:1][C:2]1[CH:3]=[C:4]([OH:8])[CH:5]=[CH:6][CH:7]=1.[CH3:9][C:10]([O:13][C:14](O[C:14]([O:13][C:10]([CH3:12])([CH3:11])[CH3:9])=[O:15])=[O:15])([CH3:12])[CH3:11].